This data is from Forward reaction prediction with 1.9M reactions from USPTO patents (1976-2016). The task is: Predict the product of the given reaction. (1) Given the reactants Cl[C:2]1[NH:3][C:4]2[CH:10]=[CH:9][CH:8]=[CH:7][C:5]=2[N:6]=1.[C:11]1([CH:17]([C:24]2[CH:29]=[CH:28][CH:27]=[CH:26][CH:25]=2)[N:18]2[CH2:23][CH2:22][NH:21][CH2:20][CH2:19]2)[CH:16]=[CH:15][CH:14]=[CH:13][CH:12]=1, predict the reaction product. The product is: [CH:17]([N:18]1[CH2:23][CH2:22][N:21]([C:2]2[NH:3][C:4]3[CH:10]=[CH:9][CH:8]=[CH:7][C:5]=3[N:6]=2)[CH2:20][CH2:19]1)([C:24]1[CH:29]=[CH:28][CH:27]=[CH:26][CH:25]=1)[C:11]1[CH:16]=[CH:15][CH:14]=[CH:13][CH:12]=1. (2) Given the reactants [C:1]1([N:7]2[C:11]([C:12]([OH:14])=O)=[CH:10][N:9]=[CH:8]2)[CH:6]=[CH:5][CH:4]=[CH:3][CH:2]=1.[CH3:15][O:16][C:17]1[CH:18]=[C:19]([N:25]2[CH2:30][CH2:29][NH:28][CH2:27][CH2:26]2)[CH:20]=[C:21]([O:23][CH3:24])[CH:22]=1.[ClH:31].CN(C)CCCN=C=NCC.O.ON1C2C=CC=CC=2N=N1, predict the reaction product. The product is: [ClH:31].[CH3:15][O:16][C:17]1[CH:18]=[C:19]([N:25]2[CH2:26][CH2:27][N:28]([C:12]([C:11]3[N:7]([C:1]4[CH:2]=[CH:3][CH:4]=[CH:5][CH:6]=4)[CH:8]=[N:9][CH:10]=3)=[O:14])[CH2:29][CH2:30]2)[CH:20]=[C:21]([O:23][CH3:24])[CH:22]=1. (3) Given the reactants [F:1][C:2]([F:15])([F:14])[C:3]1[C:11]([C:12]#[N:13])=[CH:10][CH:9]=[C:8]2[C:4]=1[CH:5]=[CH:6][NH:7]2.Cl[CH2:17][C:18]1[N:22]=[C:21]([C:23]2[CH:28]=[CH:27][CH:26]=[C:25]([C:29]([F:32])([F:31])[F:30])[CH:24]=2)[O:20][N:19]=1, predict the reaction product. The product is: [F:15][C:2]([F:14])([F:1])[C:3]1[C:11]([C:12]#[N:13])=[CH:10][CH:9]=[C:8]2[C:4]=1[CH:5]=[CH:6][N:7]2[CH2:17][C:18]1[N:22]=[C:21]([C:23]2[CH:28]=[CH:27][CH:26]=[C:25]([C:29]([F:32])([F:30])[F:31])[CH:24]=2)[O:20][N:19]=1. (4) Given the reactants CC1C=CC(S(O[CH2:12][C@@H:13]2[O:26][C:17]3=[C:18]4[C:23](=[CH:24][CH:25]=[C:16]3[O:15][CH2:14]2)[N:22]=[CH:21][CH:20]=[N:19]4)(=O)=O)=CC=1.[F:27][C:28]1[CH:29]=[C:30]2[C:34](=[CH:35][CH:36]=1)[NH:33][CH:32]=[C:31]2[C:37]1[CH2:38][CH2:39][NH:40][CH2:41][CH:42]=1, predict the reaction product. The product is: [F:27][C:28]1[CH:29]=[C:30]2[C:34](=[CH:35][CH:36]=1)[NH:33][CH:32]=[C:31]2[C:37]1[CH2:38][CH2:39][N:40]([CH2:12][CH:13]2[O:26][C:17]3=[C:18]4[C:23](=[CH:24][CH:25]=[C:16]3[O:15][CH2:14]2)[N:22]=[CH:21][CH:20]=[N:19]4)[CH2:41][CH:42]=1. (5) Given the reactants FC(F)(F)C(O)=O.[NH2:8][CH:9]1[CH2:14][CH2:13][CH2:12][N:11]([C:15]2[CH:16]=[C:17]([NH:24][C:25]3[CH:30]=[CH:29][C:28]([O:31][CH3:32])=[C:27]([O:33][CH3:34])[N:26]=3)[C:18]3[N:19]([CH:21]=[CH:22][N:23]=3)[N:20]=2)[CH2:10]1.[CH3:35][O:36][C:37]([C:39]1[CH:47]=[CH:46][C:42]([C:43](O)=[O:44])=[CH:41][CH:40]=1)=[O:38].CCN=C=NCCCN(C)C.C(N(CC)CC)C.CN1C=CN=C1, predict the reaction product. The product is: [CH3:32][O:31][C:28]1[CH:29]=[CH:30][C:25]([NH:24][C:17]2[C:18]3[N:19]([CH:21]=[CH:22][N:23]=3)[N:20]=[C:15]([N:11]3[CH2:12][CH2:13][CH2:14][CH:9]([NH:8][C:43]([C:42]4[CH:46]=[CH:47][C:39]([C:37]([O:36][CH3:35])=[O:38])=[CH:40][CH:41]=4)=[O:44])[CH2:10]3)[CH:16]=2)=[N:26][C:27]=1[O:33][CH3:34]. (6) Given the reactants II.Br[CH2:4][CH2:5][CH2:6][C:7]([O:9]CC)=[O:8].I[C:13]1[CH:18]=[CH:17][C:16]([CH:19]([CH3:21])[CH3:20])=[CH:15][CH:14]=1.Cl, predict the reaction product. The product is: [CH:19]([C:16]1[CH:17]=[CH:18][C:13]([CH2:4][CH2:5][CH2:6][C:7]([OH:9])=[O:8])=[CH:14][CH:15]=1)([CH3:21])[CH3:20]. (7) Given the reactants [CH:1]([N:4]1[C:8]([C:9]2[N:18]=[C:17]3[N:11]([CH2:12][CH2:13][O:14][C:15]4[CH:22]=[C:21]([CH:23]5[CH2:26][N:25]([C:27]([CH3:31])([CH3:30])[C:28]#[N:29])[CH2:24]5)[CH:20]=[CH:19][C:16]=43)[CH:10]=2)=[N:7][CH:6]=[N:5]1)([CH3:3])[CH3:2].C([O-])([O-])=[O:33].[Na+].[Na+].O, predict the reaction product. The product is: [CH:1]([N:4]1[C:8]([C:9]2[N:18]=[C:17]3[C:16]4[CH:19]=[CH:20][C:21]([CH:23]5[CH2:24][N:25]([C:27]([CH3:31])([CH3:30])[C:28]([NH2:29])=[O:33])[CH2:26]5)=[CH:22][C:15]=4[O:14][CH2:13][CH2:12][N:11]3[CH:10]=2)=[N:7][CH:6]=[N:5]1)([CH3:3])[CH3:2].